Dataset: Full USPTO retrosynthesis dataset with 1.9M reactions from patents (1976-2016). Task: Predict the reactants needed to synthesize the given product. (1) Given the product [ClH:18].[CH3:1][O:2][C:3](=[O:17])[CH2:4][C@H:5]1[CH2:9][CH2:8][CH2:7][NH:6]1, predict the reactants needed to synthesize it. The reactants are: [CH3:1][O:2][C:3](=[O:17])[CH2:4][C@H:5]1[CH2:9][CH2:8][CH2:7][N:6]1C(OC(C)(C)C)=O.[ClH:18]. (2) The reactants are: CN(C)C=O.[Cl:6][C:7]1([Cl:33])[CH2:9][C:8]1([C:11]1[N:15]2[C:16]([C:29]([F:32])([F:31])[F:30])=[CH:17][CH:18]=[C:19]([C:20]([NH:22][C:23]3[O:24][C:25]([CH3:28])=[N:26][N:27]=3)=[O:21])[C:14]2=[N:13][N:12]=1)[CH3:10].C(=O)([O-])[O-].[K+].[K+].[CH2:40](I)[CH3:41]. Given the product [Cl:33][C:7]1([Cl:6])[CH2:9][C:8]1([C:11]1[N:15]2[C:16]([C:29]([F:30])([F:31])[F:32])=[CH:17][CH:18]=[C:19]([C:20]([N:22]([CH2:40][CH3:41])[C:23]3[O:24][C:25]([CH3:28])=[N:26][N:27]=3)=[O:21])[C:14]2=[N:13][N:12]=1)[CH3:10], predict the reactants needed to synthesize it. (3) Given the product [O:15]1[CH2:16][CH2:17][O:18][CH2:19][CH:14]1[C:13]1[C:7]2[S:6][C:5]([NH2:4])=[N:9][C:8]=2[C:10]([O:20][CH3:21])=[CH:11][CH:12]=1, predict the reactants needed to synthesize it. The reactants are: COC(=O)[NH:4][C:5]1[S:6][C:7]2[C:13]([CH:14]3[CH2:19][O:18][CH2:17][CH2:16][O:15]3)=[CH:12][CH:11]=[C:10]([O:20][CH3:21])[C:8]=2[N:9]=1.[OH-].[Na+]. (4) Given the product [CH:40]1([N:44]2[CH2:50][CH2:49][CH2:48][N:47]([C:51]([N:53]3[CH2:54][CH:55]([O:57][C:30]4[CH:35]=[CH:34][N:33]=[C:32]([CH3:36])[C:31]=4[F:37])[CH2:56]3)=[O:52])[CH2:46][CH2:45]2)[CH2:43][CH2:42][CH2:41]1, predict the reactants needed to synthesize it. The reactants are: [F-].[K+].C1N2CCOCCOCCN(CCOCCOCC2)CCOCCOC1.Cl[C:30]1[CH:35]=[CH:34][N:33]=[C:32]([CH3:36])[C:31]=1[F:37].[H-].[Na+].[CH:40]1([N:44]2[CH2:50][CH2:49][CH2:48][N:47]([C:51]([N:53]3[CH2:56][CH:55]([OH:57])[CH2:54]3)=[O:52])[CH2:46][CH2:45]2)[CH2:43][CH2:42][CH2:41]1. (5) Given the product [O:1]=[C:2]1[NH:7][C:6]([C:8]2[O:9][C:10]3[C:16]([C:17]([NH:39][CH2:38][CH2:37][CH:34]4[CH2:35][CH2:36][N:31]([C:29]([O:28][C:24]([CH3:27])([CH3:26])[CH3:25])=[O:30])[CH2:32][CH2:33]4)=[O:18])=[CH:15][CH:14]=[CH:13][C:11]=3[CH:12]=2)=[N:5][C:4]2[CH:20]=[N:21][CH:22]=[CH:23][C:3]1=2, predict the reactants needed to synthesize it. The reactants are: [O:1]=[C:2]1[NH:7][C:6]([C:8]2[O:9][C:10]3[C:16]([C:17](O)=[O:18])=[CH:15][CH:14]=[CH:13][C:11]=3[CH:12]=2)=[N:5][C:4]2[CH:20]=[N:21][CH:22]=[CH:23][C:3]1=2.[C:24]([O:28][C:29]([N:31]1[CH2:36][CH2:35][CH:34]([CH2:37][CH2:38][NH2:39])[CH2:33][CH2:32]1)=[O:30])([CH3:27])([CH3:26])[CH3:25].C(N(CC)C(C)C)(C)C.CN(C(ON1N=NC2C=CC=NC1=2)=[N+](C)C)C.F[P-](F)(F)(F)(F)F. (6) Given the product [F:2][C:3]1[CH:4]=[CH:5][C:6]([C:9](=[O:23])[CH:10]([NH:22][C:32](=[O:33])[CH2:31][CH2:30][CH2:29][C:25]2[S:24][CH:28]=[CH:27][CH:26]=2)[CH2:11][C:12]2[CH:17]=[CH:16][C:15]([C:18]([F:21])([F:20])[F:19])=[CH:14][CH:13]=2)=[CH:7][CH:8]=1, predict the reactants needed to synthesize it. The reactants are: Cl.[F:2][C:3]1[CH:8]=[CH:7][C:6]([C:9](=[O:23])[CH:10]([NH2:22])[CH2:11][C:12]2[CH:17]=[CH:16][C:15]([C:18]([F:21])([F:20])[F:19])=[CH:14][CH:13]=2)=[CH:5][CH:4]=1.[S:24]1[CH:28]=[CH:27][CH:26]=[C:25]1[CH2:29][CH2:30][CH2:31][C:32](O)=[O:33].Cl.C(N=C=NCCCN(C)C)C.ON1C2C=CC=CC=2N=N1.C1CCN2C(=NCCC2)CC1.Cl.